Dataset: Rat liver microsome stability data. Task: Regression/Classification. Given a drug SMILES string, predict its absorption, distribution, metabolism, or excretion properties. Task type varies by dataset: regression for continuous measurements (e.g., permeability, clearance, half-life) or binary classification for categorical outcomes (e.g., BBB penetration, CYP inhibition). Dataset: rlm. The compound is CC(C)[C@@H]1CN(c2ccc(F)c(S(C)(=O)=O)c2)CCN1c1ncc(C(C)(C)O)c(C(F)(F)F)n1. The result is 0 (unstable in rat liver microsomes).